Predict the reaction yield, written as a fraction of the theoretical maximum amount of product (1.0 means a 100% yield; for example, 0.34 means a 34% yield). From a dataset of Reaction yield outcomes from USPTO patents with 853,638 reactions. (1) The reactants are Cl[C:2]1[CH:7]=[CH:6][N:5]2[N:8]=[CH:9][C:10]([C:11]([O:13][CH2:14][CH3:15])=[O:12])=[C:4]2[N:3]=1.[F:16][C:17]1[CH:18]=[C:19]([C@H:25]2[CH2:29][CH2:28][CH2:27][NH:26]2)[C:20]([O:23][CH3:24])=[N:21][CH:22]=1.CCN(C(C)C)C(C)C.C(O)CCC. The catalyst is CCOC(C)=O. The product is [F:16][C:17]1[CH:18]=[C:19]([C@H:25]2[CH2:29][CH2:28][CH2:27][N:26]2[C:2]2[CH:7]=[CH:6][N:5]3[N:8]=[CH:9][C:10]([C:11]([O:13][CH2:14][CH3:15])=[O:12])=[C:4]3[N:3]=2)[C:20]([O:23][CH3:24])=[N:21][CH:22]=1. The yield is 0.562. (2) The catalyst is CS(C)=O. The product is [CH3:26][C:25]1[CH:24]=[C:23]([CH3:27])[NH:22][C:21](=[O:28])[C:20]=1[CH2:19][NH:18][C:16](=[O:17])[C:15]1[CH:29]=[C:30]([C:32]2[CH:33]=[N:34][C:35]([N:1]3[CH2:6][CH2:5][O:4][CH2:3][CH2:2]3)=[N:36][CH:37]=2)[CH:31]=[C:13]([C:12]2[N:8]([CH3:7])[N:9]=[CH:10][C:11]=2[CH3:43])[C:14]=1[CH3:42]. The yield is 0.125. The reactants are [NH:1]1[CH2:6][CH2:5][O:4][CH2:3][CH2:2]1.[CH3:7][N:8]1[C:12]([C:13]2[C:14]([CH3:42])=[C:15]([CH:29]=[C:30]([C:32]3[CH:33]=[N:34][C:35](S(C)(=O)=O)=[N:36][CH:37]=3)[CH:31]=2)[C:16]([NH:18][CH2:19][C:20]2[C:21](=[O:28])[NH:22][C:23]([CH3:27])=[CH:24][C:25]=2[CH3:26])=[O:17])=[C:11]([CH3:43])[CH:10]=[N:9]1. (3) The reactants are [NH2:1][C:2]1[CH:10]=[CH:9][C:5]([C:6]([OH:8])=O)=[CH:4][C:3]=1[O:11][CH3:12].[CH2:13]1[C@H:22]2[C@H:17]([CH2:18][CH2:19][C:20]3[CH:26]=[CH:25][CH:24]=[CH:23][C:21]=32)[NH:16][CH2:15][CH2:14]1.F[P-](F)(F)(F)(F)F.N1(OC(N(C)C)=[N+](C)C)C2N=CC=CC=2N=N1. No catalyst specified. The product is [NH2:1][C:2]1[CH:10]=[CH:9][C:5]([C:6]([N:16]2[C@@H:17]3[C@@H:22]([C:21]4[CH:23]=[CH:24][CH:25]=[CH:26][C:20]=4[CH2:19][CH2:18]3)[CH2:13][CH2:14][CH2:15]2)=[O:8])=[CH:4][C:3]=1[O:11][CH3:12]. The yield is 0.640.